This data is from Forward reaction prediction with 1.9M reactions from USPTO patents (1976-2016). The task is: Predict the product of the given reaction. The product is: [CH2:10]([C:9]1[NH:15][C:16]([CH3:28])=[C:17]([C:18](=[O:19])[C:20]2[CH:21]=[CH:22][C:23]([O:26][CH3:27])=[CH:24][CH:25]=2)[C:4](=[O:3])[CH:5]=1)[CH3:11]. Given the reactants CC1(C)OC(=O)[C:5]([C:9](=O)[CH2:10][CH3:11])=[C:4](C)[O:3]1.[NH2:15][C:16]([CH3:28])=[CH:17][C:18]([C:20]1[CH:25]=[CH:24][C:23]([O:26][CH3:27])=[CH:22][CH:21]=1)=[O:19], predict the reaction product.